The task is: Predict the reactants needed to synthesize the given product.. This data is from Full USPTO retrosynthesis dataset with 1.9M reactions from patents (1976-2016). (1) Given the product [Cl:19][C:20]([Cl:25])([Cl:24])[C:21]([NH:11][C:5]1[CH:4]=[CH:3][C:2]([CH3:1])=[C:10]2[C:6]=1[CH:7]=[N:8][NH:9]2)=[O:22], predict the reactants needed to synthesize it. The reactants are: [CH3:1][C:2]1[C:10]2[NH:9][N:8]=[CH:7][C:6]=2[C:5]([NH2:11])=[CH:4][CH:3]=1.C(N(CC)CC)C.[Cl:19][C:20]([Cl:25])([Cl:24])[C:21](Cl)=[O:22]. (2) Given the product [F:1][C:2]1[CH:21]=[CH:20][C:5]([O:6][C:7]2[CH:8]=[CH:9][C:10]([C:13]3[NH:14][CH:15]=[C:16]([C:18]([NH2:19])=[O:29])[N:17]=3)=[CH:11][CH:12]=2)=[CH:4][CH:3]=1, predict the reactants needed to synthesize it. The reactants are: [F:1][C:2]1[CH:21]=[CH:20][C:5]([O:6][C:7]2[CH:12]=[CH:11][C:10]([C:13]3[NH:14][CH:15]=[C:16]([C:18]#[N:19])[N:17]=3)=[CH:9][CH:8]=2)=[CH:4][CH:3]=1.[OH-].[K+].OO.O.CC[O:29]C(C)=O. (3) Given the product [CH2:1]([N:4]1[C:18](=[O:19])[C:17]2[C:11]3([CH2:12][CH2:13][CH2:14][CH2:15][CH2:16]3)[CH2:10][C:9]3[CH:20]=[CH:21][CH:22]=[CH:23][C:8]=3[C:7]=2[N:6]=[C:5]1[S:24][CH3:27])[CH:2]=[CH2:3], predict the reactants needed to synthesize it. The reactants are: [CH2:1]([N:4]1[C:18](=[O:19])[C:17]2[C:11]3([CH2:16][CH2:15][CH2:14][CH2:13][CH2:12]3)[CH2:10][C:9]3[CH:20]=[CH:21][CH:22]=[CH:23][C:8]=3[C:7]=2[N:6]=[C:5]1[S:24]([CH3:27])(=O)=O)[CH:2]=[CH2:3].C(=O)([O-])[O-].[K+].[K+].C(N)C.O1CCCC1. (4) Given the product [CH3:30][O:31][C:32](=[O:33])[NH:34][CH:35]([C:36]([N:8]1[CH2:12][CH2:11][CH2:10][CH:9]1[C:13](=[O:28])[NH:14][C:15]1[CH:16]=[C:17]([C:21]2[CH:26]=[CH:25][C:24]([Cl:27])=[CH:23][CH:22]=2)[CH:18]=[CH:19][CH:20]=1)=[O:37])[CH:39]([CH3:41])[CH3:40], predict the reactants needed to synthesize it. The reactants are: C(OC([N:8]1[CH2:12][CH2:11][CH2:10][CH:9]1[C:13](=[O:28])[NH:14][C:15]1[CH:16]=[C:17]([C:21]2[CH:26]=[CH:25][C:24]([Cl:27])=[CH:23][CH:22]=2)[CH:18]=[CH:19][CH:20]=1)=O)(C)(C)C.Cl.[CH3:30][O:31][C:32]([NH:34][CH:35]([CH:39]([CH3:41])[CH3:40])[C:36](O)=[O:37])=[O:33].CN(C(ON1N=NC2C=CC=NC1=2)=[N+](C)C)C.F[P-](F)(F)(F)(F)F.CCN(C(C)C)C(C)C.